This data is from NCI-60 drug combinations with 297,098 pairs across 59 cell lines. The task is: Regression. Given two drug SMILES strings and cell line genomic features, predict the synergy score measuring deviation from expected non-interaction effect. (1) Drug 1: C1=NC2=C(N1)C(=S)N=CN2. Drug 2: CCCCCOC(=O)NC1=NC(=O)N(C=C1F)C2C(C(C(O2)C)O)O. Cell line: IGROV1. Synergy scores: CSS=2.38, Synergy_ZIP=-2.88, Synergy_Bliss=-4.02, Synergy_Loewe=-3.22, Synergy_HSA=-2.20. (2) Drug 2: C1C(C(OC1N2C=C(C(=O)NC2=O)F)CO)O. Drug 1: CCC1=CC2CC(C3=C(CN(C2)C1)C4=CC=CC=C4N3)(C5=C(C=C6C(=C5)C78CCN9C7C(C=CC9)(C(C(C8N6C)(C(=O)OC)O)OC(=O)C)CC)OC)C(=O)OC.C(C(C(=O)O)O)(C(=O)O)O. Cell line: HCT-15. Synergy scores: CSS=57.9, Synergy_ZIP=1.67, Synergy_Bliss=5.38, Synergy_Loewe=6.98, Synergy_HSA=8.51. (3) Drug 1: CCCS(=O)(=O)NC1=C(C(=C(C=C1)F)C(=O)C2=CNC3=C2C=C(C=N3)C4=CC=C(C=C4)Cl)F. Drug 2: C1=NC2=C(N=C(N=C2N1C3C(C(C(O3)CO)O)F)Cl)N. Cell line: MALME-3M. Synergy scores: CSS=56.4, Synergy_ZIP=0.750, Synergy_Bliss=0.0335, Synergy_Loewe=-1.40, Synergy_HSA=3.22. (4) Drug 1: CC1=C(C(=CC=C1)Cl)NC(=O)C2=CN=C(S2)NC3=CC(=NC(=N3)C)N4CCN(CC4)CCO. Drug 2: C(=O)(N)NO. Cell line: EKVX. Synergy scores: CSS=10.00, Synergy_ZIP=-2.84, Synergy_Bliss=1.40, Synergy_Loewe=-16.4, Synergy_HSA=-0.530. (5) Drug 1: CC1CCC2CC(C(=CC=CC=CC(CC(C(=O)C(C(C(=CC(C(=O)CC(OC(=O)C3CCCCN3C(=O)C(=O)C1(O2)O)C(C)CC4CCC(C(C4)OC)O)C)C)O)OC)C)C)C)OC. Drug 2: CC(C)CN1C=NC2=C1C3=CC=CC=C3N=C2N. Cell line: NCI/ADR-RES. Synergy scores: CSS=8.23, Synergy_ZIP=-3.88, Synergy_Bliss=-2.99, Synergy_Loewe=-6.54, Synergy_HSA=-6.02. (6) Drug 1: C1C(C(OC1N2C=C(C(=O)NC2=O)F)CO)O. Drug 2: CC(C)NC(=O)C1=CC=C(C=C1)CNNC.Cl. Cell line: MDA-MB-231. Synergy scores: CSS=2.11, Synergy_ZIP=-2.42, Synergy_Bliss=-3.55, Synergy_Loewe=-8.49, Synergy_HSA=-3.70. (7) Drug 1: CC1CCC2CC(C(=CC=CC=CC(CC(C(=O)C(C(C(=CC(C(=O)CC(OC(=O)C3CCCCN3C(=O)C(=O)C1(O2)O)C(C)CC4CCC(C(C4)OC)OCCO)C)C)O)OC)C)C)C)OC. Drug 2: CS(=O)(=O)CCNCC1=CC=C(O1)C2=CC3=C(C=C2)N=CN=C3NC4=CC(=C(C=C4)OCC5=CC(=CC=C5)F)Cl. Cell line: EKVX. Synergy scores: CSS=20.4, Synergy_ZIP=6.54, Synergy_Bliss=11.1, Synergy_Loewe=12.4, Synergy_HSA=12.4. (8) Drug 1: C1CCN(CC1)CCOC2=CC=C(C=C2)C(=O)C3=C(SC4=C3C=CC(=C4)O)C5=CC=C(C=C5)O. Drug 2: CS(=O)(=O)CCNCC1=CC=C(O1)C2=CC3=C(C=C2)N=CN=C3NC4=CC(=C(C=C4)OCC5=CC(=CC=C5)F)Cl. Cell line: TK-10. Synergy scores: CSS=12.1, Synergy_ZIP=-5.44, Synergy_Bliss=2.49, Synergy_Loewe=-11.3, Synergy_HSA=-1.10.